The task is: Predict the reactants needed to synthesize the given product.. This data is from Full USPTO retrosynthesis dataset with 1.9M reactions from patents (1976-2016). (1) Given the product [Br:13][C:14]1[CH:15]=[CH:16][C:17]([C:20]([C:2]2[CH:3]=[N:4][CH:5]=[CH:6][CH:7]=2)=[O:22])=[N:18][CH:19]=1, predict the reactants needed to synthesize it. The reactants are: Br[C:2]1[CH:3]=[N:4][CH:5]=[CH:6][CH:7]=1.[Li]CCCC.[Br:13][C:14]1[CH:15]=[CH:16][C:17]([C:20]([O:22]C)=O)=[N:18][CH:19]=1.[NH4+].[Cl-]. (2) Given the product [CH3:28][C:2]([CH3:1])([CH3:29])[C:3]#[C:4][C:5]1[S:9][CH:8]=[C:7]([N:10]([C@H:21]2[CH2:26][CH2:25][C@H:24]([OH:27])[CH2:23][CH2:22]2)[C:11]([C@@H:13]2[C@@H:18]([CH3:19])[CH2:17][C:16]([CH3:20])=[CH:15][CH2:14]2)=[O:12])[CH:6]=1, predict the reactants needed to synthesize it. The reactants are: [CH3:1][C:2]([CH3:29])([CH3:28])[C:3]#[C:4][C:5]1[S:9][CH:8]=[C:7]([N:10]([CH:21]2[CH2:26][CH2:25][C:24](=[O:27])[CH2:23][CH2:22]2)[C:11]([C@@H:13]2[C@@H:18]([CH3:19])[CH2:17][C:16]([CH3:20])=[CH:15][CH2:14]2)=[O:12])[CH:6]=1.[BH4-].[Na+].Cl. (3) Given the product [C:1]([O:5][C:6]([NH:8][C@H:9]1[CH2:15][CH2:14][S:13][C@H:12]2[CH2:16][CH2:17][CH2:18][C@@H:19]([C:20]([OH:22])=[O:21])[N:11]2[C:10]1=[O:24])=[O:7])([CH3:4])([CH3:2])[CH3:3], predict the reactants needed to synthesize it. The reactants are: [C:1]([O:5][C:6]([NH:8][C@H:9]1[CH2:15][CH2:14][S:13][C@H:12]2[CH2:16][CH2:17][CH2:18][C@@H:19]([C:20]([O:22]C)=[O:21])[N:11]2[C:10]1=[O:24])=[O:7])([CH3:4])([CH3:3])[CH3:2].[OH-].[Na+].Cl. (4) The reactants are: [NH2:1][C:2]([CH3:9])([CH2:5][CH:6]1[CH2:8][CH2:7]1)[C:3]#[N:4].C(N(C(C)C)CC)(C)C.[C:19](O[C:19]([O:21][C:22]([CH3:25])([CH3:24])[CH3:23])=[O:20])([O:21][C:22]([CH3:25])([CH3:24])[CH3:23])=[O:20]. Given the product [C:22]([O:21][C:19](=[O:20])[NH:1][C:2]([C:3]#[N:4])([CH2:5][CH:6]1[CH2:8][CH2:7]1)[CH3:9])([CH3:25])([CH3:24])[CH3:23], predict the reactants needed to synthesize it. (5) The reactants are: [NH2:1][C:2]1[CH:10]=[CH:9][C:8]([Cl:11])=[CH:7][C:3]=1[C:4]([OH:6])=O.O=S(Cl)Cl.[Cl:16][C:17]1[CH:23]=[CH:22][CH:21]=[CH:20][C:18]=1[NH2:19].C(Cl)(Cl)Cl. Given the product [NH2:1][C:2]1[CH:10]=[CH:9][C:8]([Cl:11])=[CH:7][C:3]=1[C:4]([NH:19][C:18]1[CH:20]=[CH:21][CH:22]=[CH:23][C:17]=1[Cl:16])=[O:6], predict the reactants needed to synthesize it.